Task: Predict the reaction yield, written as a fraction of the theoretical maximum amount of product (1.0 means a 100% yield; for example, 0.34 means a 34% yield).. Dataset: Reaction yield outcomes from USPTO patents with 853,638 reactions The reactants are [C:1]([O:5][C:6]([N:8]1[CH:14]([C:15]([OH:17])=O)[CH2:13][C:10]2([CH2:12][CH2:11]2)[CH2:9]1)=[O:7])([CH3:4])([CH3:3])[CH3:2].CN(C(ON1N=NC2C=CC=NC1=2)=[N+](C)C)C.F[P-](F)(F)(F)(F)F.Cl.Cl.[NH2:44][CH2:45][C:46]([C:48]1[CH:53]=[CH:52][C:51]([Br:54])=[CH:50][CH:49]=1)=[O:47].CCN(C(C)C)C(C)C. The catalyst is CN(C=O)C.C(OCC)(=O)C. The product is [C:1]([O:5][C:6]([N:8]1[CH:14]([C:15](=[O:17])[NH:44][CH2:45][C:46]([C:48]2[CH:53]=[CH:52][C:51]([Br:54])=[CH:50][CH:49]=2)=[O:47])[CH2:13][C:10]2([CH2:11][CH2:12]2)[CH2:9]1)=[O:7])([CH3:2])([CH3:3])[CH3:4]. The yield is 0.670.